Task: Predict the reaction yield, written as a fraction of the theoretical maximum amount of product (1.0 means a 100% yield; for example, 0.34 means a 34% yield).. Dataset: Reaction yield outcomes from USPTO patents with 853,638 reactions (1) The reactants are [CH3:1][N:2]([CH3:15])[C:3]1[CH:12]=[C:11]([CH2:13][OH:14])[CH:10]=[CH:9][C:4]=1[C:5]([O:7][CH3:8])=[O:6].C(=O)([O-])[O-].[Ca+2].[Br-:21].[Br-].[Br-].C([N+](C)(C)C)C1C=CC=CC=1.C([N+](C)(C)C)C1C=CC=CC=1.C([N+](C)(C)C)C1C=CC=CC=1. The catalyst is C(Cl)Cl.CO. The product is [Br:21][C:10]1[C:11]([CH2:13][OH:14])=[CH:12][C:3]([N:2]([CH3:1])[CH3:15])=[C:4]([CH:9]=1)[C:5]([O:7][CH3:8])=[O:6]. The yield is 0.840. (2) The reactants are [CH2:1]([C@H:3]1[N:12]([C:13](=[O:22])[C:14]2[CH:19]=[CH:18][CH:17]=[C:16]([O:20]C)[CH:15]=2)[C:11]2[C:6](=[CH:7][C:8]([F:23])=[CH:9][CH:10]=2)[N:5]([CH3:24])[C:4]1=[O:25])[CH3:2].C([C@H]1N(C(=O)C2C=CC(O)=CC=2)C2C(=CC(F)=CC=2)N(C)C1=O)C. No catalyst specified. The product is [CH2:1]([C@H:3]1[N:12]([C:13](=[O:22])[C:14]2[CH:19]=[CH:18][CH:17]=[C:16]([OH:20])[CH:15]=2)[C:11]2[C:6](=[CH:7][C:8]([F:23])=[CH:9][CH:10]=2)[N:5]([CH3:24])[C:4]1=[O:25])[CH3:2]. The yield is 0.720. (3) The reactants are [CH2:1]([O:3][C:4](=[O:34])[CH2:5][N:6]([C:8](=[O:33])[C@@H:9]([NH:25]C(OC(C)(C)C)=O)[CH2:10][N:11]([CH3:24])[S:12]([C:15]1[CH:20]=[CH:19][CH:18]=[CH:17][C:16]=1[N+:21]([O-:23])=[O:22])(=[O:14])=[O:13])[CH3:7])[CH3:2].Cl. The catalyst is C(Cl)Cl.O1CCOCC1. The product is [CH2:1]([O:3][C:4](=[O:34])[CH2:5][N:6]([C:8](=[O:33])[C@@H:9]([NH2:25])[CH2:10][N:11]([CH3:24])[S:12]([C:15]1[CH:20]=[CH:19][CH:18]=[CH:17][C:16]=1[N+:21]([O-:23])=[O:22])(=[O:14])=[O:13])[CH3:7])[CH3:2]. The yield is 1.00. (4) The reactants are [OH-].[K+].[NH2:3][C:4]1[CH:5]=[C:6]([CH:10]=[CH:11][C:12]=1[Cl:13])[C:7]([OH:9])=[O:8].Br[CH2:15][CH2:16][CH2:17][CH2:18][CH2:19][CH2:20][CH2:21][CH2:22][CH2:23][CH2:24][CH2:25][CH3:26]. The catalyst is [Br-].C([N+](CCCC)(CCCC)CCCC)CCC.C1(C)C(C)=CC=CC=1. The product is [CH2:26]([O:8][C:7](=[O:9])[C:6]1[CH:10]=[CH:11][C:12]([Cl:13])=[C:4]([NH2:3])[CH:5]=1)[CH2:25][CH2:24][CH2:23][CH2:22][CH2:21][CH2:20][CH2:19][CH2:18][CH2:17][CH2:16][CH3:15]. The yield is 1.00. (5) The reactants are Cl.[K].NC1C=CC(F)=CC=1S.O.[C:13]1([CH3:23])[CH:18]=[CH:17][C:16]([S:19]([OH:22])(=[O:21])=[O:20])=[CH:15][CH:14]=1. The catalyst is O1CCCC1.O. The product is [CH3:23][C:13]1[CH:18]=[CH:17][C:16]([S:19]([OH:22])(=[O:21])=[O:20])=[CH:15][CH:14]=1. The yield is 0.755. (6) The catalyst is C1COCC1. The reactants are [CH3:1][C:2]#[N:3].[Li]CCCC.[CH3:9][O:10][C:11]1[CH:25]=[CH:24][C:14]([CH2:15][O:16][CH2:17][CH2:18][C:19](OCC)=[O:20])=[CH:13][CH:12]=1. The product is [CH3:9][O:10][C:11]1[CH:12]=[CH:13][C:14]([CH2:15][O:16][CH2:17][CH2:18][C:19](=[O:20])[CH2:1][C:2]#[N:3])=[CH:24][CH:25]=1. The yield is 0.790.